Task: Regression. Given two drug SMILES strings and cell line genomic features, predict the synergy score measuring deviation from expected non-interaction effect.. Dataset: Merck oncology drug combination screen with 23,052 pairs across 39 cell lines Drug 2: C=CCn1c(=O)c2cnc(Nc3ccc(N4CCN(C)CC4)cc3)nc2n1-c1cccc(C(C)(C)O)n1. Cell line: SKOV3. Drug 1: O=S1(=O)NC2(CN1CC(F)(F)F)C1CCC2Cc2cc(C=CCN3CCC(C(F)(F)F)CC3)ccc2C1. Synergy scores: synergy=21.8.